From a dataset of Forward reaction prediction with 1.9M reactions from USPTO patents (1976-2016). Predict the product of the given reaction. (1) Given the reactants [B:9]1([B:9]2[O:14][CH2:13][C:12]([CH3:16])([CH3:15])[CH2:11][O:10]2)[O:14][CH2:13][C:12]([CH3:16])([CH3:15])[CH2:11][O:10]1.C([O-])(=O)C.[K+].Cl[C:23]1[CH:24]=[CH:25][C:26]2[O:30][C:29](=[O:31])[N:28]([CH3:32])[C:27]=2[CH:33]=1.CC(C1C=C(C(C)C)C(C2C=CC=CC=2P(C2CCCCC2)C2CCCCC2)=C(C(C)C)C=1)C, predict the reaction product. The product is: [CH3:16][C:12]1([CH3:15])[CH2:11][O:10][B:9]([C:23]2[CH:24]=[CH:25][C:26]3[O:30][C:29](=[O:31])[N:28]([CH3:32])[C:27]=3[CH:33]=2)[O:14][CH2:13]1. (2) Given the reactants [NH2:1][CH2:2][CH:3]1[CH2:12][CH2:11][CH2:10][C:9]2[CH:8]=[C:7]([NH:13][S:14]([C:17]3[CH:22]=[CH:21][CH:20]=[CH:19][CH:18]=3)(=[O:16])=[O:15])[CH:6]=[CH:5][C:4]1=2.[CH2:23]([O:30][C:31]([N:33]([CH2:35][C:36](O)=[O:37])[CH3:34])=[O:32])[C:24]1[CH:29]=[CH:28][CH:27]=[CH:26][CH:25]=1.ON1C2C=CC=CC=2N=N1.CC[N+](CCCN(C)C)=C=N, predict the reaction product. The product is: [CH2:23]([O:30][C:31](=[O:32])[N:33]([CH2:35][C:36](=[O:37])[NH:1][CH2:2][C:3]1[C:4]2[C:9](=[CH:8][C:7]([NH:13][S:14]([C:17]3[CH:18]=[CH:19][CH:20]=[CH:21][CH:22]=3)(=[O:16])=[O:15])=[CH:6][CH:5]=2)[CH:10]=[CH:11][CH:12]=1)[CH3:34])[C:24]1[CH:29]=[CH:28][CH:27]=[CH:26][CH:25]=1.